Dataset: Peptide-MHC class I binding affinity with 185,985 pairs from IEDB/IMGT. Task: Regression. Given a peptide amino acid sequence and an MHC pseudo amino acid sequence, predict their binding affinity value. This is MHC class I binding data. The peptide sequence is MSNEGSYFF. The MHC is HLA-B07:02 with pseudo-sequence HLA-B07:02. The binding affinity (normalized) is 0.0847.